From a dataset of Full USPTO retrosynthesis dataset with 1.9M reactions from patents (1976-2016). Predict the reactants needed to synthesize the given product. (1) Given the product [CH:19]1([NH:22][C:23]([NH:25][C:26]2[CH:31]=[CH:30][C:29]([C:2]3[N:3]=[C:4]([N:12]4[CH2:17][CH2:16][O:15][CH2:14][C@@H:13]4[CH3:18])[C:5]4[CH2:10][N:9]([CH3:11])[CH2:8][C:6]=4[N:7]=3)=[C:28]([F:41])[CH:27]=2)=[O:24])[CH2:21][CH2:20]1, predict the reactants needed to synthesize it. The reactants are: Cl[C:2]1[N:3]=[C:4]([N:12]2[CH2:17][CH2:16][O:15][CH2:14][C@@H:13]2[CH3:18])[C:5]2[CH2:10][N:9]([CH3:11])[CH2:8][C:6]=2[N:7]=1.[CH:19]1([NH:22][C:23]([NH:25][C:26]2[CH:31]=[CH:30][C:29](B3OC(C)(C)C(C)(C)O3)=[C:28]([F:41])[CH:27]=2)=[O:24])[CH2:21][CH2:20]1.ClCCl.C([O-])([O-])=O.[Cs+].[Cs+]. (2) Given the product [ClH:1].[CH3:12][O:13][C:10](=[NH:11])[CH2:9][CH2:8][C:2]1[CH:7]=[CH:6][CH:5]=[CH:4][CH:3]=1, predict the reactants needed to synthesize it. The reactants are: [ClH:1].[C:2]1([CH2:8][CH2:9][C:10]#[N:11])[CH:7]=[CH:6][CH:5]=[CH:4][CH:3]=1.[CH3:12][OH:13]. (3) Given the product [CH:1]1([C:4]2[CH:5]=[C:6]3[CH:11]=[N:12][NH:10][C:7]3=[CH:8][N:9]=2)[CH2:3][CH2:2]1, predict the reactants needed to synthesize it. The reactants are: [CH:1]1([C:4]2[N:9]=[CH:8][C:7]([NH2:10])=[C:6]([CH3:11])[CH:5]=2)[CH2:3][CH2:2]1.[N:12]([O-])=O.[Na+]. (4) Given the product [F:19][C:18]1[CH:17]=[CH:16][C:4]([CH2:5][NH:6][C:7]([C:9]2([C:12]([F:13])([F:14])[F:15])[CH2:10][CH2:11]2)=[O:8])=[CH:3][C:2]=1[N:1]=[C:25]=[S:26], predict the reactants needed to synthesize it. The reactants are: [NH2:1][C:2]1[CH:3]=[C:4]([CH:16]=[CH:17][C:18]=1[F:19])[CH2:5][NH:6][C:7]([C:9]1([C:12]([F:15])([F:14])[F:13])[CH2:11][CH2:10]1)=[O:8].C1N=CN([C:25](N2C=NC=C2)=[S:26])C=1.